This data is from Forward reaction prediction with 1.9M reactions from USPTO patents (1976-2016). The task is: Predict the product of the given reaction. (1) Given the reactants C([Li])CCC.C(NC(C)C)(C)C.[N:13]1[CH:18]=[CH:17][CH:16]=[CH:15][C:14]=1[CH3:19].[CH:20]([C:22]1[CH:27]=[CH:26][C:25]([C:28]([O:30][CH3:31])=[O:29])=[CH:24][CH:23]=1)=[O:21].[Cl-].[NH4+], predict the reaction product. The product is: [OH:21][CH:20]([C:22]1[CH:23]=[CH:24][C:25]([C:28]([O:30][CH3:31])=[O:29])=[CH:26][CH:27]=1)[CH2:19][C:14]1[CH:15]=[CH:16][CH:17]=[CH:18][N:13]=1. (2) Given the reactants [Br:1][C:2]1[CH:7]=[CH:6][C:5](F)=[C:4]([N+:9]([O-:11])=[O:10])[CH:3]=1.[CH2:12]([OH:16])[CH2:13][C:14]#[CH:15].C(=O)([O-])[O-].[K+].[K+], predict the reaction product. The product is: [Br:1][C:2]1[CH:7]=[CH:6][C:5]([O:16][CH2:12][CH2:13][C:14]#[CH:15])=[C:4]([N+:9]([O-:11])=[O:10])[CH:3]=1.